This data is from Forward reaction prediction with 1.9M reactions from USPTO patents (1976-2016). The task is: Predict the product of the given reaction. Given the reactants C(OC([NH:8][CH:9]([C:32]([O:34][CH3:35])=[O:33])[CH2:10][C:11]1[CH:31]=[CH:30][C:14]([O:15][C:16]2[CH:29]=[CH:28][C:19]([CH:20]=[C:21]3[S:25][C:24](=[O:26])[NH:23][C:22]3=[O:27])=[CH:18][CH:17]=2)=[CH:13][CH:12]=1)=O)(C)(C)C, predict the reaction product. The product is: [NH2:8][CH:9]([C:32]([O:34][CH3:35])=[O:33])[CH2:10][C:11]1[CH:31]=[CH:30][C:14]([O:15][C:16]2[CH:29]=[CH:28][C:19]([CH:20]=[C:21]3[S:25][C:24](=[O:26])[NH:23][C:22]3=[O:27])=[CH:18][CH:17]=2)=[CH:13][CH:12]=1.